This data is from Reaction yield outcomes from USPTO patents with 853,638 reactions. The task is: Predict the reaction yield, written as a fraction of the theoretical maximum amount of product (1.0 means a 100% yield; for example, 0.34 means a 34% yield). (1) The reactants are [CH2:1]([O:8][C:9]1[CH:14]=[CH:13][C:12]([OH:15])=[C:11]([CH:16]=[CH2:17])[CH:10]=1)[C:2]1[CH:7]=[CH:6][CH:5]=[CH:4][CH:3]=1.Br[CH2:19][C:20]([O:22][CH2:23][CH3:24])=[O:21].C(=O)([O-])[O-].[Cs+].[Cs+]. The catalyst is CN(C=O)C. The product is [CH2:23]([O:22][C:20](=[O:21])[CH2:19][O:15][C:12]1[CH:13]=[CH:14][C:9]([O:8][CH2:1][C:2]2[CH:3]=[CH:4][CH:5]=[CH:6][CH:7]=2)=[CH:10][C:11]=1[CH:16]=[CH2:17])[CH3:24]. The yield is 1.00. (2) The reactants are [CH3:1][C:2]1[C:7]([N+:8]([O-:10])=[O:9])=[C:6]([CH3:11])[CH:5]=[CH:4][C:3]=1[CH2:12][CH2:13][CH2:14][C:15]([OH:17])=O. The catalyst is O. The product is [CH3:1][C:2]1[C:7]([N+:8]([O-:10])=[O:9])=[C:6]([CH3:11])[CH:5]=[C:4]2[C:3]=1[CH2:12][CH2:13][CH2:14][C:15]2=[O:17]. The yield is 0.710. (3) The reactants are [CH3:1][CH2:2][Mg+].[Br-].[CH3:5][C@:6]12[CH2:22][CH2:21][C@H:20]3[C@@H:11]([CH:12]=[CH:13][C:14]4[C@@H:19]3[CH2:18][CH2:17][C:16](=[O:23])[CH:15]=4)[C@@H:10]1[CH2:9][CH2:8][C:7]2=[O:24].[NH4+].[Cl-].CCOC(C)=O.CCCCCC. The catalyst is C1COCC1. The product is [CH2:1]([C@H:12]1[CH2:13][C:14]2[C@H:19]([CH2:18][CH2:17][C:16](=[O:23])[CH:15]=2)[C@@H:20]2[C@@H:11]1[C@H:10]1[C@@:6]([CH2:22][CH2:21]2)([CH3:5])[C:7](=[O:24])[CH2:8][CH2:9]1)[CH3:2]. The yield is 0.390. (4) The reactants are [NH:1]1[CH2:4][CH:3]([NH:5][C:6]2[N:11]=[CH:10][CH:9]=[CH:8][N:7]=2)[CH2:2]1.[F:12][C:13]1[CH:21]=[CH:20][C:19]([CH:22]=[O:23])=[CH:18][C:14]=1[C:15](O)=[O:16].F[P-](F)(F)(F)(F)F.N1(OC(N(C)C)=[N+](C)C)C2C=CC=CC=2N=N1.C(N(CC)C(C)C)(C)C. No catalyst specified. The product is [F:12][C:13]1[CH:21]=[CH:20][C:19]([CH:22]=[O:23])=[CH:18][C:14]=1[C:15]([N:1]1[CH2:4][CH:3]([NH:5][C:6]2[N:7]=[CH:8][CH:9]=[CH:10][N:11]=2)[CH2:2]1)=[O:16]. The yield is 0.530. (5) The reactants are [F:1][C:2]1[CH:8]=[C:7]([B:9]2[O:13][C:12]([CH3:15])([CH3:14])[C:11]([CH3:17])([CH3:16])[O:10]2)[CH:6]=[CH:5]C=1N.C([O-])([O-])=O.[K+].[K+].CI.[CH3:26][N:27]([CH:29]=O)[CH3:28]. No catalyst specified. The product is [F:1][C:2]1[CH:8]=[C:7]([B:9]2[O:13][C:12]([CH3:15])([CH3:14])[C:11]([CH3:17])([CH3:16])[O:10]2)[CH:6]=[CH:5][C:29]=1[N:27]([CH3:26])[CH3:28]. The yield is 0.930.